Dataset: Forward reaction prediction with 1.9M reactions from USPTO patents (1976-2016). Task: Predict the product of the given reaction. (1) Given the reactants [CH3:1][O:2][C:3]1[CH:11]=[CH:10][CH:9]=[C:8]2[C:4]=1[CH2:5][CH2:6][CH:7]2[C:12]([OH:14])=O.[CH3:15][N:16]([CH3:34])[C:17]1[CH:22]=[CH:21][C:20]([CH2:23][NH:24][C:25]2[CH:30]=[CH:29][C:28]([CH:31]([CH3:33])[CH3:32])=[CH:27][CH:26]=2)=[CH:19][CH:18]=1, predict the reaction product. The product is: [CH3:15][N:16]([CH3:34])[C:17]1[CH:18]=[CH:19][C:20]([CH2:23][N:24]([C:25]2[CH:30]=[CH:29][C:28]([CH:31]([CH3:32])[CH3:33])=[CH:27][CH:26]=2)[C:12]([CH:7]2[C:8]3[C:4](=[C:3]([O:2][CH3:1])[CH:11]=[CH:10][CH:9]=3)[CH2:5][CH2:6]2)=[O:14])=[CH:21][CH:22]=1. (2) Given the reactants [I:1][C:2]1[CH:3]=[N:4][N:5]([C@@H:8]2[CH2:13][CH2:12][C@H:11](O)[CH2:10][CH2:9]2)[C:6]=1[CH3:7].C([N:17](CC)CC)C.C(Cl)Cl.CS(Cl)(=O)=O.CN(C=O)C.[N-]=[N+]=[N-].[Na+].O1CCOCC1.C1C=CC(P(C2C=CC=CC=2)C2C=CC=CC=2)=CC=1, predict the reaction product. The product is: [I:1][C:2]1[CH:3]=[N:4][N:5]([C@H:8]2[CH2:13][CH2:12][C@H:11]([NH2:17])[CH2:10][CH2:9]2)[C:6]=1[CH3:7]. (3) Given the reactants [C:1]([O:4][CH2:5][CH2:6][N:7]([CH2:19][C:20]1[CH:25]=[CH:24][C:23]([CH2:26][NH2:27])=[CH:22][CH:21]=1)[CH2:8][CH2:9][CH2:10][CH2:11][N:12]([CH2:16][CH2:17][CH3:18])[CH2:13][CH2:14][CH3:15])(=[O:3])[CH3:2].C(O)C.[ClH:31].C(O)C.COCCOC, predict the reaction product. The product is: [ClH:31].[C:1]([O:4][CH2:5][CH2:6][N:7]([CH2:19][C:20]1[CH:25]=[CH:24][C:23]([CH2:26][NH2:27])=[CH:22][CH:21]=1)[CH2:8][CH2:9][CH2:10][CH2:11][N:12]([CH2:13][CH2:14][CH3:15])[CH2:16][CH2:17][CH3:18])(=[O:3])[CH3:2]. (4) Given the reactants Cl[C:2]1[C:3](=[O:15])[N:4]([C@H:9]([CH2:12][O:13][CH3:14])[CH2:10][CH3:11])[CH:5]=[C:6]([Cl:8])[N:7]=1.Cl.[Br:17][C:18]1[CH:19]=[C:20]([O:27][CH3:28])[CH:21]=[C:22]2[C:26]=1[NH:25][CH2:24][CH2:23]2, predict the reaction product. The product is: [Br:17][C:18]1[CH:19]=[C:20]([O:27][CH3:28])[CH:21]=[C:22]2[C:26]=1[N:25]([C:2]1[C:3](=[O:15])[N:4]([C@H:9]([CH2:12][O:13][CH3:14])[CH2:10][CH3:11])[CH:5]=[C:6]([Cl:8])[N:7]=1)[CH2:24][CH2:23]2. (5) The product is: [F:25][C:8]1[C:9]([CH:16]2[CH2:21][O:23]2)=[CH:2][C:3]([C:4]#[N:5])=[C:6]([O:12][CH3:13])[CH:7]=1. Given the reactants F[C:2]1[CH:9]=[C:8](C=C)[CH:7]=[C:6]([O:12][CH3:13])[C:3]=1[C:4]#[N:5].C1C=C(Cl)C=[C:16]([C:21]([O:23]O)=O)C=1.[F:25]C1C(C2CO2)=CC(OC)=C(C=1)C#N, predict the reaction product. (6) Given the reactants [CH:1]([C:4]1[CH:9]=[CH:8][CH:7]=[CH:6][C:5]=1[OH:10])([CH3:3])[CH3:2].ClC(OC1C=CC([N+]([O-])=O)=CC=1)=O.CCN(CC)CC.[C:31]([O-:34])(O)=O.[Na+].C(=O)([O-])[O-].[CH:40]1[C:49]2[C:44](=[CH:45][CH:46]=[CH:47][CH:48]=2)[CH:43]=[CH:42][C:41]=1[CH2:50][CH2:51][NH2:52], predict the reaction product. The product is: [CH:40]1[C:49]2[C:44](=[CH:45][CH:46]=[CH:47][CH:48]=2)[CH:43]=[CH:42][C:41]=1[CH2:50][CH2:51][NH:52][C:31](=[O:34])[O:10][C:5]1[CH:6]=[CH:7][CH:8]=[CH:9][C:4]=1[CH:1]([CH3:3])[CH3:2]. (7) Given the reactants [Si]([O:8][CH:9]1[CH2:14][CH2:13][N:12]([C:15]2[N:20]=[C:19]([C:21]([NH:23][C:24]3[C:34]([CH3:35])=[CH:33][C:27]([C:28]([O:30][CH2:31][CH3:32])=[O:29])=[CH:26][C:25]=3[CH3:36])=[O:22])[C:18]([CH3:37])=[CH:17][CH:16]=2)[CH2:11][CH2:10]1)(C(C)(C)C)(C)C.[N+](CCCC)(CCCC)(CCCC)CCCC.[F-], predict the reaction product. The product is: [OH:8][CH:9]1[CH2:14][CH2:13][N:12]([C:15]2[N:20]=[C:19]([C:21]([NH:23][C:24]3[C:25]([CH3:36])=[CH:26][C:27]([C:28]([O:30][CH2:31][CH3:32])=[O:29])=[CH:33][C:34]=3[CH3:35])=[O:22])[C:18]([CH3:37])=[CH:17][CH:16]=2)[CH2:11][CH2:10]1. (8) The product is: [C:44]([CH2:43][CH2:42][C:28]1[C:27]([CH2:26][CH2:25][CH2:24][CH2:23][CH2:22][CH2:21][O:20][C:18]2[CH:17]=[C:13]([C:14]([N:49]3[CH2:54][CH2:53][O:52][CH2:51][CH2:50]3)=[O:15])[CH:12]=[C:11]([C:9]3[CH:8]=[CH:7][C:6]4[O:1][CH2:2][CH2:3][O:4][C:5]=4[CH:10]=3)[CH:19]=2)=[CH:32][CH:31]=[CH:30][C:29]=1[O:33][CH2:34][CH2:35][CH2:36][C:37]([OH:39])=[O:38])([OH:46])=[O:45]. Given the reactants [O:1]1[C:6]2[CH:7]=[CH:8][C:9]([C:11]3[CH:12]=[C:13]([CH:17]=[C:18]([O:20][CH2:21][CH2:22][CH2:23][CH2:24][CH2:25][CH2:26][C:27]4[CH:32]=[CH:31][CH:30]=[C:29]([O:33][CH2:34][CH2:35][CH2:36][C:37]([O:39]CC)=[O:38])[C:28]=4[CH2:42][CH2:43][C:44]([O:46]CC)=[O:45])[CH:19]=3)[C:14](O)=[O:15])=[CH:10][C:5]=2[O:4][CH2:3][CH2:2]1.[NH:49]1[CH2:54][CH2:53][O:52][CH2:51][CH2:50]1, predict the reaction product. (9) Given the reactants [Mg].[Br:2][C:3]1[CH:8]=[CH:7][C:6](I)=[C:5]([CH2:10][CH3:11])[CH:4]=1.II.[O:14]1[CH:18]=[CH:17][CH:16]=[C:15]1[CH:19]=[O:20], predict the reaction product. The product is: [Br:2][C:3]1[CH:8]=[CH:7][C:6]([CH:19]([C:15]2[O:14][CH:18]=[CH:17][CH:16]=2)[OH:20])=[C:5]([CH2:10][CH3:11])[CH:4]=1.